Dataset: Catalyst prediction with 721,799 reactions and 888 catalyst types from USPTO. Task: Predict which catalyst facilitates the given reaction. (1) Reactant: [O:1]1[CH:5]=[CH:4][CH:3]=[C:2]1[C:6]1[CH:11]=[C:10]([O:12][CH3:13])[CH:9]=[CH:8][C:7]=1[OH:14].Br[CH2:16][C:17]([O:19][CH3:20])=[O:18].C(=O)([O-])[O-].[Cs+].[Cs+]. Product: [O:1]1[CH:5]=[CH:4][CH:3]=[C:2]1[C:6]1[CH:11]=[C:10]([O:12][CH3:13])[CH:9]=[CH:8][C:7]=1[O:14][CH2:16][C:17]([O:19][CH3:20])=[O:18]. The catalyst class is: 10. (2) The catalyst class is: 3. Product: [Br:24][C:25]1[CH:26]=[C:27]([CH:30]=[CH:31][C:32]=1[Cl:33])[CH2:28][N:18]1[CH2:19][CH2:20][C:14]2([O:13][N:12]=[C:11]([C:8]3[CH:9]=[CH:10][C:5]([C:2]([OH:4])=[O:3])=[CH:6][CH:7]=3)[CH2:15]2)[CH2:16][CH2:17]1. Reactant: Cl.[C:2]([C:5]1[CH:10]=[CH:9][C:8]([C:11]2[CH2:15][C:14]3([CH2:20][CH2:19][NH:18][CH2:17][CH2:16]3)[O:13][N:12]=2)=[CH:7][CH:6]=1)([OH:4])=[O:3].C([BH3-])#N.[Br:24][C:25]1[CH:26]=[C:27]([CH:30]=[CH:31][C:32]=1[Cl:33])[CH:28]=O.CC(O)=O. (3) Reactant: [O:1]=[C:2]1[NH:7][C:6]2[CH:8]=[C:9]([C:12]([OH:14])=O)[CH:10]=[CH:11][C:5]=2[O:4][CH2:3]1.C[CH2:16][N:17]=[C:18]=NCCCN(C)C.C1C=CC2N(O)N=NC=2C=1.CNC.C1COCC1.C(=O)([O-])O.[Na+]. Product: [CH3:16][N:17]([CH3:18])[C:12]([C:9]1[CH:10]=[CH:11][C:5]2[O:4][CH2:3][C:2](=[O:1])[NH:7][C:6]=2[CH:8]=1)=[O:14]. The catalyst class is: 3. (4) Reactant: FC(F)(F)C(O)=O.C(OC([N:15]1[CH2:20][CH2:19][CH:18]([CH2:21][CH2:22][O:23][C:24]2[CH:29]=[CH:28][C:27]([O:30][C:31]([F:34])([F:33])[F:32])=[CH:26][CH:25]=2)[CH2:17][CH2:16]1)=O)(C)(C)C. Product: [F:33][C:31]([F:32])([F:34])[O:30][C:27]1[CH:26]=[CH:25][C:24]([O:23][CH2:22][CH2:21][CH:18]2[CH2:17][CH2:16][NH:15][CH2:20][CH2:19]2)=[CH:29][CH:28]=1. The catalyst class is: 4. (5) Reactant: [Cl:1][C:2]1[CH:11]=[CH:10][CH:9]=[C:8]2[C:3]=1[CH2:4][CH2:5][NH:6][C:7]2=[O:12].C(C1C(=O)C(Cl)=C(Cl)C(=O)C=1C#N)#N. Product: [Cl:1][C:2]1[CH:11]=[CH:10][CH:9]=[C:8]2[C:3]=1[CH:4]=[CH:5][NH:6][C:7]2=[O:12]. The catalyst class is: 12. (6) Reactant: [CH3:1][N:2]1[CH2:7][CH2:6][N:5]([CH2:8][C:9]2[CH:17]=[CH:16][C:12]([C:13]([OH:15])=O)=[CH:11][CH:10]=2)[CH2:4][CH2:3]1.F[P-](F)(F)(F)(F)F.N1(OC(N(C)C)=[N+](C)C)C2N=CC=CC=2N=N1.[NH2:42][C:43]1[CH:44]=[CH:45][C:46]([CH3:65])=[C:47]([C:49]2[CH:58]=[C:57]3[C:52]([CH:53]=[C:54]([NH:59][C:60]([CH:62]4[CH2:64][CH2:63]4)=[O:61])[N:55]=[CH:56]3)=[CH:51][CH:50]=2)[CH:48]=1.N1C=CC=CC=1. Product: [CH:62]1([C:60]([NH:59][C:54]2[N:55]=[CH:56][C:57]3[C:52]([CH:53]=2)=[CH:51][CH:50]=[C:49]([C:47]2[CH:48]=[C:43]([NH:42][C:13](=[O:15])[C:12]4[CH:11]=[CH:10][C:9]([CH2:8][N:5]5[CH2:4][CH2:3][N:2]([CH3:1])[CH2:7][CH2:6]5)=[CH:17][CH:16]=4)[CH:44]=[CH:45][C:46]=2[CH3:65])[CH:58]=3)=[O:61])[CH2:63][CH2:64]1. The catalyst class is: 288.